Dataset: Reaction yield outcomes from USPTO patents with 853,638 reactions. Task: Predict the reaction yield, written as a fraction of the theoretical maximum amount of product (1.0 means a 100% yield; for example, 0.34 means a 34% yield). (1) The reactants are [OH-].[Na+].[F:3][C:4]1[C:13]([F:14])=[C:12]([O:15][CH3:16])[CH:11]=[CH:10][C:5]=1[C:6]([O:8]C)=[O:7].C1COCC1.Cl. The catalyst is CO. The product is [F:3][C:4]1[C:13]([F:14])=[C:12]([O:15][CH3:16])[CH:11]=[CH:10][C:5]=1[C:6]([OH:8])=[O:7]. The yield is 0.960. (2) The reactants are [CH:1]1([CH:7]([NH:26][C:27]2[CH:32]=[CH:31][C:30]([C:33]([N:35]([CH3:43])[CH2:36][CH2:37][C:38]([O:40]CC)=[O:39])=[O:34])=[CH:29][CH:28]=2)[C:8]2[O:9][C:10]3[CH:17]=[CH:16][C:15]([O:18][CH2:19][C:20]4[CH:25]=[CH:24][N:23]=[CH:22][CH:21]=4)=[CH:14][C:11]=3[C:12]=2[CH3:13])[CH2:6][CH2:5][CH2:4][CH2:3][CH2:2]1.[OH-].[Na+]. The catalyst is C(O)C. The product is [CH:1]1([CH:7]([NH:26][C:27]2[CH:28]=[CH:29][C:30]([C:33]([N:35]([CH3:43])[CH2:36][CH2:37][C:38]([OH:40])=[O:39])=[O:34])=[CH:31][CH:32]=2)[C:8]2[O:9][C:10]3[CH:17]=[CH:16][C:15]([O:18][CH2:19][C:20]4[CH:25]=[CH:24][N:23]=[CH:22][CH:21]=4)=[CH:14][C:11]=3[C:12]=2[CH3:13])[CH2:6][CH2:5][CH2:4][CH2:3][CH2:2]1. The yield is 0.770. (3) The reactants are C([NH:3][CH2:4][C:5]1[C:6]([CH3:12])=[C:7]([CH:9]=[CH:10][CH:11]=1)[NH2:8])C.[C:21](O[C:21]([O:23][C:24]([CH3:27])([CH3:26])[CH3:25])=[O:22])([O:23][C:24]([CH3:27])([CH3:26])[CH3:25])=[O:22]. The catalyst is C1COCC1. The product is [NH2:8][C:7]1[C:6]([CH3:12])=[C:5]([CH:11]=[CH:10][CH:9]=1)[CH2:4][NH:3][C:21](=[O:22])[O:23][C:24]([CH3:25])([CH3:26])[CH3:27]. The yield is 0.990. (4) The reactants are [CH3:1][O:2][C:3](=[O:13])[C:4]1[CH:9]=[CH:8][C:7]([NH2:10])=[CH:6][C:5]=1[O:11][CH3:12].[S-:14][C:15]#[N:16].[K+].BrBr. The catalyst is C(O)(=O)C. The product is [CH3:1][O:2][C:3]([C:4]1[C:5]([O:11][CH3:12])=[CH:6][C:7]2[N:10]=[C:15]([NH2:16])[S:14][C:8]=2[CH:9]=1)=[O:13]. The yield is 0.820. (5) The reactants are C(N(CC)CC)C.[CH3:8][N:9]1[C:17]2[C:12](=[CH:13][CH:14]=[CH:15][CH:16]=2)[C:11]([CH:18]=[O:19])=[N:10]1.[CH3:20][O:21][C:22]1[CH:23]=[C:24]([N:28]=[CH:29][C:30]2[CH:37]=[CH:36][C:33]([C:34]#[N:35])=[CH:32][CH:31]=2)[CH:25]=[CH:26][CH:27]=1. The catalyst is [Cl-].C([N+]1C(C)=C(CCO)SC=1)C1C=CC=CC=1.C(O)C. The product is [CH3:20][O:21][C:22]1[CH:23]=[C:24]([NH:28][CH:29]([C:30]2[CH:31]=[CH:32][C:33]([C:34]#[N:35])=[CH:36][CH:37]=2)[C:18]([C:11]2[C:12]3[C:17](=[CH:16][CH:15]=[CH:14][CH:13]=3)[N:9]([CH3:8])[N:10]=2)=[O:19])[CH:25]=[CH:26][CH:27]=1. The yield is 0.430. (6) The reactants are Br[C:2]1[CH:3]=[C:4]2[C:9]([NH:10][CH:11]([CH3:19])[C:12]([CH3:18])([CH3:17])[C:13]([O:15][CH3:16])=[O:14])=[C:8]([C:20](=[O:22])[NH2:21])[CH:7]=[N:6][N:5]2[CH:23]=1.[C:24]1(B(O)O)[CH:29]=[CH:28][CH:27]=[CH:26][CH:25]=1.C(=O)([O-])[O-].[Na+].[Na+].O. The catalyst is C1(C)C=CC=CC=1.[OH-].C([N+](CCCC)(CCCC)CCCC)CCC. The product is [C:20]([C:8]1[CH:7]=[N:6][N:5]2[CH:23]=[C:2]([C:24]3[CH:29]=[CH:28][CH:27]=[CH:26][CH:25]=3)[CH:3]=[C:4]2[C:9]=1[NH:10][CH:11]([CH3:19])[C:12]([CH3:18])([CH3:17])[C:13]([O:15][CH3:16])=[O:14])(=[O:22])[NH2:21]. The yield is 0.600. (7) The reactants are Cl[CH2:2][C:3]1[CH:28]=[CH:27][C:6]([C:7]([NH:9][C:10]2[S:11][C:12]3[C:18]([N:19]4[CH2:24][CH2:23][O:22][CH2:21][CH2:20]4)=[CH:17][CH:16]=[C:15]([O:25][CH3:26])[C:13]=3[N:14]=2)=[O:8])=[CH:5][CH:4]=1.[CH3:29][O-:30].[Na+]. The catalyst is C1COCC1. The product is [CH3:29][O:30][CH2:2][C:3]1[CH:28]=[CH:27][C:6]([C:7]([NH:9][C:10]2[S:11][C:12]3[C:18]([N:19]4[CH2:24][CH2:23][O:22][CH2:21][CH2:20]4)=[CH:17][CH:16]=[C:15]([O:25][CH3:26])[C:13]=3[N:14]=2)=[O:8])=[CH:5][CH:4]=1. The yield is 0.410. (8) The reactants are [CH3:1][O:2][C:3]1[C:11]([CH3:12])=[C:10]2[C:6]([C:7](=[O:13])[O:8][CH2:9]2)=[C:5]([O:14][CH2:15][CH2:16][Si:17]([CH3:20])([CH3:19])[CH3:18])[C:4]=1[CH2:21][CH:22]=[C:23]([CH3:29])[CH2:24][CH2:25][C:26](O)=[O:27].ClC(OCC(C)C)=O.C(N(CC)CC)C.C(O)(=O)C(O)=O.[CH2:51]([O:53][P:54]([CH2:59][NH2:60])(=[O:58])[O:55][CH2:56][CH3:57])[CH3:52]. The catalyst is C1COCC1. The product is [CH2:51]([O:53][P:54]([CH2:59][NH:60][C:26](=[O:27])[CH2:25][CH2:24][C:23]([CH3:29])=[CH:22][CH2:21][C:4]1[C:5]([O:14][CH2:15][CH2:16][Si:17]([CH3:20])([CH3:18])[CH3:19])=[C:6]2[C:10](=[C:11]([CH3:12])[C:3]=1[O:2][CH3:1])[CH2:9][O:8][C:7]2=[O:13])(=[O:58])[O:55][CH2:56][CH3:57])[CH3:52]. The yield is 0.810. (9) The reactants are [OH-:1].[Na+].Br[CH:4]([CH3:23])[C:5]([C:7]1[CH:12]=[CH:11][C:10]([C@H:13]2[CH2:18][CH2:17][C@H:16]([C:19]([O:21][CH3:22])=[O:20])[CH2:15][CH2:14]2)=[CH:9][CH:8]=1)=[O:6]. The catalyst is O.CN(C=O)C. The product is [C:5]([C:7]1[CH:12]=[CH:11][C:10]([C@H:13]2[CH2:18][CH2:17][C@H:16]([C:19]([O:21][CH3:22])=[O:20])[CH2:15][CH2:14]2)=[CH:9][CH:8]=1)(=[O:6])[CH:4]([CH3:23])[OH:1]. The yield is 0.660. (10) The reactants are [Cl:1][C:2]1[CH:27]=[CH:26][C:5]([CH2:6][NH:7][C:8]([C:10]2[C:19](=[O:20])[C:18]3[C:13]4=[C:14]([CH2:22][CH:23]([CH2:24][OH:25])[N:12]4[CH:11]=2)[CH:15]=[C:16](I)[CH:17]=3)=[O:9])=[CH:4][CH:3]=1.CN([CH:31]=[O:32])C.[CH2:33](N(CC)CC)[CH3:34]. No catalyst specified. The product is [Cl:1][C:2]1[CH:27]=[CH:26][C:5]([CH2:6][NH:7][C:8]([C:10]2[C:19](=[O:20])[C:18]3[C:13]4=[C:14]([CH2:22][CH:23]([CH2:24][OH:25])[N:12]4[CH:11]=2)[CH:15]=[C:16]([C:33]#[C:34][CH2:31][OH:32])[CH:17]=3)=[O:9])=[CH:4][CH:3]=1. The yield is 0.700.